This data is from hERG Central: cardiac toxicity at 1µM, 10µM, and general inhibition. The task is: Predict hERG channel inhibition at various concentrations. The molecule is CN(CCC1CCOCC1)Cc1cn[nH]c1-c1ccc(-c2ccccc2)cc1. Results: hERG_inhib (hERG inhibition (general)): blocker.